This data is from Reaction yield outcomes from USPTO patents with 853,638 reactions. The task is: Predict the reaction yield, written as a fraction of the theoretical maximum amount of product (1.0 means a 100% yield; for example, 0.34 means a 34% yield). (1) The reactants are Cl[C:2]1[CH:10]=[CH:9][C:8]([O:11][CH2:12][CH:13]2[CH2:18][CH2:17][N:16]([CH3:19])[CH2:15][CH2:14]2)=[C:7]2[C:3]=1[C:4]1[CH:23]=[C:22]([CH3:24])[CH:21]=[N:20][C:5]=1[NH:6]2.[CH2:25]([S:27]([C:30]1[CH:31]=[C:32](B(O)O)[CH:33]=[CH:34][CH:35]=1)(=[O:29])=[O:28])[CH3:26].C1(P(C2CCCCC2)C2CCCCC2)CCCCC1.C([O-])([O-])=O.[Cs+].[Cs+]. The catalyst is CCOC(C)=O.C1C=CC(/C=C/C(/C=C/C2C=CC=CC=2)=O)=CC=1.C1C=CC(/C=C/C(/C=C/C2C=CC=CC=2)=O)=CC=1.[Pd].O1CCOCC1. The product is [CH2:25]([S:27]([C:30]1[CH:35]=[C:34]([C:2]2[CH:10]=[CH:9][C:8]([O:11][CH2:12][CH:13]3[CH2:18][CH2:17][N:16]([CH3:19])[CH2:15][CH2:14]3)=[C:7]3[C:3]=2[C:4]2[CH:23]=[C:22]([CH3:24])[CH:21]=[N:20][C:5]=2[NH:6]3)[CH:33]=[CH:32][CH:31]=1)(=[O:28])=[O:29])[CH3:26]. The yield is 0.750. (2) The reactants are [CH2:1]1[CH:6]2[CH2:7][C:8]3([C:10]([OH:12])=O)[CH2:9][CH:2]1[CH2:3][CH:4]3[CH2:5]2.[S:13]1[CH:17]=[CH:16][CH:15]=[C:14]1[CH2:18]N.[CH2:20]([N:22](CC)CC)C.CCN=C=NCCCN(C)C. The catalyst is C(Cl)Cl.CN(C1C=CN=CC=1)C. The product is [S:13]1[CH:17]=[CH:16][CH:15]=[C:14]1[CH2:18][CH2:20][NH:22][C:10]([C:8]12[CH2:7][CH:6]3[CH2:1][CH:2]([CH2:3][CH:4]1[CH2:5]3)[CH2:9]2)=[O:12]. The yield is 0.870. (3) The reactants are [CH2:1]([C@H:8]([NH:16][C:17]([C:19]1[NH:23][C:22]2[S:24][C:25]([C:27]#[C:28][Si](C)(C)C)=[CH:26][C:21]=2[CH:20]=1)=[O:18])[C:9]([N:11]1[CH2:14][CH:13]([OH:15])[CH2:12]1)=[O:10])[C:2]1[CH:7]=[CH:6][CH:5]=[CH:4][CH:3]=1.[OH-].[K+]. The catalyst is CO. The product is [CH2:1]([C@H:8]([NH:16][C:17]([C:19]1[NH:23][C:22]2[S:24][C:25]([C:27]#[CH:28])=[CH:26][C:21]=2[CH:20]=1)=[O:18])[C:9]([N:11]1[CH2:14][CH:13]([OH:15])[CH2:12]1)=[O:10])[C:2]1[CH:3]=[CH:4][CH:5]=[CH:6][CH:7]=1. The yield is 0.770. (4) The reactants are [NH:1]1[CH2:5][CH2:4][CH2:3][CH2:2]1.N1C2C=CC=C[C:9]=2N=N1.[C:15]1([C:21]#[C:22][C:23]2[S:24][C:25]([CH:28]=O)=[CH:26][N:27]=2)[CH:20]=[CH:19][CH:18]=[CH:17][CH:16]=1.C1COCC1. The catalyst is C(O)C. The product is [C:15]1([C:21]#[C:22][C:23]2[S:24][C:25]([CH:28]([N:1]3[CH2:5][CH2:4][CH2:3][CH2:2]3)[CH3:9])=[CH:26][N:27]=2)[CH:20]=[CH:19][CH:18]=[CH:17][CH:16]=1. The yield is 0.370. (5) The product is [N:58]1([CH2:57][CH2:56][NH:55][C:19]([C:15]2[C:14]([CH3:22])=[C:13](/[CH:12]=[C:5]3\[C:6](=[O:11])[NH:7][C:8]4[C:4]\3=[CH:3][C:2]([F:1])=[CH:10][CH:9]=4)[NH:17][C:16]=2[CH3:18])=[O:21])[CH2:62][CH2:61][CH2:60][CH2:59]1. The yield is 0.770. The catalyst is C(N(CC)CC)C. The reactants are [F:1][C:2]1[CH:3]=[C:4]2[C:8](=[CH:9][CH:10]=1)[NH:7][C:6](=[O:11])/[C:5]/2=[CH:12]\[C:13]1[NH:17][C:16]([CH3:18])=[C:15]([C:19]([OH:21])=O)[C:14]=1[CH3:22].CN(C)C=O.F[P-](F)(F)(F)(F)F.N1(O[P+](N(C)C)(N(C)C)N(C)C)C2C=CC=CC=2N=N1.[NH2:55][CH2:56][CH2:57][N:58]1[CH2:62][CH2:61][CH2:60][CH2:59]1. (6) The reactants are [F:1][C:2]([F:17])([F:16])[C:3]1[C:11]2[CH2:10][CH2:9][CH2:8][CH2:7][C:6]=2[N:5]([CH2:12][C:13]([OH:15])=O)[N:4]=1.CN(C=O)C.O[N:24]=[C:25]([C:27]1[CH:28]=[N:29][N:30]2[C:35]([C:36](F)(F)F)=[CH:34][C:33]([C:40](F)(F)F)=[N:32][C:31]=12)[NH2:26].Cl.C(N=C=NCCCN(C)C)C.O.ON1C2C=CC=CC=2N=N1. The catalyst is C(OCC)(=O)C. The product is [CH3:40][C:33]1[CH:34]=[C:35]([CH3:36])[N:30]2[N:29]=[CH:28][C:27]([C:25]3[N:24]=[C:13]([CH2:12][N:5]4[C:6]5[CH2:7][CH2:8][CH2:9][CH2:10][C:11]=5[C:3]([C:2]([F:1])([F:17])[F:16])=[N:4]4)[O:15][N:26]=3)=[C:31]2[N:32]=1. The yield is 0.390.